From a dataset of Catalyst prediction with 721,799 reactions and 888 catalyst types from USPTO. Predict which catalyst facilitates the given reaction. (1) Reactant: [Cl:1][C:2]1[N:7]=[C:6]2[NH:8][N:9]=[C:10]([OH:11])[C:5]2=[C:4]([CH3:12])[CH:3]=1.[N:13]([C@H:16]1[C:24]2[C:19](=[CH:20][CH:21]=[CH:22][CH:23]=2)[CH2:18][CH2:17]1)=[C:14]=[O:15]. Product: [C@H:16]1([NH:13][C:14]([N:9]2[C:10](=[O:11])[C:5]3[C:6](=[N:7][C:2]([Cl:1])=[CH:3][C:4]=3[CH3:12])[NH:8]2)=[O:15])[C:24]2[C:19](=[CH:20][CH:21]=[CH:22][CH:23]=2)[CH2:18][CH2:17]1. The catalyst class is: 118. (2) Reactant: C(O[C:4](=[O:14])[C:5]([C:8]1[CH:9]=[N:10][CH:11]=[CH:12][CH:13]=1)=[CH:6]O)C.[NH:15]([C:17]1[N:22]=[CH:21][CH:20]=[CH:19][N:18]=1)[NH2:16].[H-].[Na+].Cl. Product: [N:10]1[CH:11]=[CH:12][CH:13]=[C:8]([C:5]2[C:4](=[O:14])[N:15]([C:17]3[N:22]=[CH:21][CH:20]=[CH:19][N:18]=3)[NH:16][CH:6]=2)[CH:9]=1. The catalyst class is: 8. (3) Reactant: CO[C:3]1[CH:4]=[C:5]([CH2:20][C:21]([NH:23][C:24]2[CH:29]=[CH:28][C:27]([C:30]3([CH2:35][C:36]([OH:38])=[O:37])[CH2:34][CH2:33][CH2:32][CH2:31]3)=[CH:26][CH:25]=2)=[O:22])[CH:6]=[CH:7][C:8]=1[NH:9][C:10]([NH:12][C:13]1[CH:18]=[CH:17][CH:16]=[CH:15][C:14]=1[CH3:19])=[O:11].F[P-](F)(F)(F)(F)F.N1(OC(N(C)C)=[N+](C)C)C2N=CC=CC=2N=N1.C(N(C(C)C)CC)(C)C.[C:72](OC(=O)[CH2:73][C:72]1(C2C=CC(N)=CC=2)[CH2:75]CC[CH2:74]1)([CH3:75])([CH3:74])[CH3:73]. Product: [C:72]([O:38][C:36](=[O:37])[CH2:35][C:30]1([C:27]2[CH:26]=[CH:25][C:24]([NH:23][C:21](=[O:22])[CH2:20][C:5]3[CH:6]=[CH:7][C:8]4[N:9]=[C:10]([NH:12][C:13]5[CH:18]=[CH:17][CH:16]=[CH:15][C:14]=5[CH3:19])[O:11][C:3]=4[CH:4]=3)=[CH:29][CH:28]=2)[CH2:34][CH2:33][CH2:32][CH2:31]1)([CH3:75])([CH3:74])[CH3:73]. The catalyst class is: 9.